From a dataset of Reaction yield outcomes from USPTO patents with 853,638 reactions. Predict the reaction yield, written as a fraction of the theoretical maximum amount of product (1.0 means a 100% yield; for example, 0.34 means a 34% yield). (1) The reactants are Br[C:2]1[CH:20]=[CH:19][C:5]([CH2:6][N:7]2[CH:11]=[C:10]([C:12]3[C:13]([NH2:18])=[N:14][CH:15]=[CH:16][CH:17]=3)[CH:9]=[N:8]2)=[CH:4][CH:3]=1.O1[CH2:26][CH2:25][O:24][CH2:23]C1.C(=O)([O-])[O-].[Cs+].[Cs+].[C:33]1(P(C2C=CC=CC=2)C2C=CC3C(=CC=CC=3)C=2C2C3C(=CC=CC=3)C=CC=2P(C2C=CC=CC=2)C2C=CC=CC=2)C=CC=C[CH:34]=1. The catalyst is C([O-])(=O)C.[Pd+2].C([O-])(=O)C.C(OCC)(=O)C.O. The product is [CH:26]1([CH2:25][O:24][CH2:23][C:2]2[CH:20]=[CH:19][C:5]([CH2:6][N:7]3[CH:11]=[C:10]([C:12]4[C:13]([NH2:18])=[N:14][CH:15]=[CH:16][CH:17]=4)[CH:9]=[N:8]3)=[CH:4][CH:3]=2)[CH2:34][CH2:33]1. The yield is 0.0660. (2) The reactants are [C:1]([O:5][C:6](=[O:26])[NH:7][C:8]1[S:9][C:10]2[CH:16]=[C:15]([CH3:17])[C:14]([F:18])=[C:13]([C:19]3[CH:24]=[CH:23][CH:22]=[C:21]([Cl:25])[CH:20]=3)[C:11]=2[N:12]=1)([CH3:4])([CH3:3])[CH3:2].C1C(=O)N([Br:34])C(=O)C1.C(OOC(=O)C1C=CC=CC=1)(=O)C1C=CC=CC=1. The catalyst is C(Cl)(Cl)(Cl)Cl. The product is [C:1]([O:5][C:6](=[O:26])[NH:7][C:8]1[S:9][C:10]2[CH:16]=[C:15]([CH2:17][Br:34])[C:14]([F:18])=[C:13]([C:19]3[CH:24]=[CH:23][CH:22]=[C:21]([Cl:25])[CH:20]=3)[C:11]=2[N:12]=1)([CH3:4])([CH3:2])[CH3:3]. The yield is 0.530. (3) The yield is 0.990. The product is [C:1]([O:5][C:6]([N:8]1[CH2:13][CH2:12][CH:11]([CH2:14][CH2:15][CH2:16][OH:17])[CH2:10][CH2:9]1)=[O:7])([CH3:4])([CH3:3])[CH3:2]. The reactants are [C:1]([O:5][C:6]([N:8]1[CH2:13][CH2:12][CH:11]([CH2:14][CH2:15][C:16](O)=[O:17])[CH2:10][CH2:9]1)=[O:7])([CH3:4])([CH3:3])[CH3:2].B.O. The catalyst is C1COCC1. (4) The reactants are [CH3:1][C@H:2]1[CH2:7][CH2:6][NH:5][CH2:4][C@@H:3]1[NH:8][C:9]1[C:10]2[CH:17]=[CH:16][NH:15][C:11]=2[N:12]=[CH:13][N:14]=1.C([O-])(O)=O.[Na+].[C:23](Cl)(=[O:26])[CH:24]=[CH2:25].CCOC(C)=O.CO. The catalyst is C1COCC1.O. The product is [N:12]1[C:11]2[NH:15][CH:16]=[CH:17][C:10]=2[C:9]([NH:8][C@@H:3]2[C@@H:2]([CH3:1])[CH2:7][CH2:6][N:5]([C:23](=[O:26])[CH:24]=[CH2:25])[CH2:4]2)=[N:14][CH:13]=1. The yield is 0.340. (5) The reactants are [CH3:1][O:2][C:3]1[CH:8]=[CH:7][CH:6]=[CH:5][C:4]=1[CH2:9][C:10]([O:12][CH3:13])=[O:11].C1COCC1.C([N-]C(C)C)(C)C.[Li+].[CH2:27](Br)[C:28]1[CH:33]=[CH:32][CH:31]=[CH:30][CH:29]=1. The catalyst is CCCCCCC.C1COCC1. The product is [CH3:1][O:2][C:3]1[CH:8]=[CH:7][CH:6]=[CH:5][C:4]=1[CH:9]([CH2:27][C:28]1[CH:33]=[CH:32][CH:31]=[CH:30][CH:29]=1)[C:10]([O:12][CH3:13])=[O:11]. The yield is 0.350.